From a dataset of Forward reaction prediction with 1.9M reactions from USPTO patents (1976-2016). Predict the product of the given reaction. (1) Given the reactants C(P(C(C)(C)C)C(C)(C)C)(C)(C)C.C(NC(C)C)(C)C.Br[C:22]1[CH:27]=[CH:26][C:25]([Si:28]([CH3:31])([CH3:30])[CH3:29])=[CH:24][CH:23]=1.[CH3:32][Si:33]([C:36]#[CH:37])([CH3:35])[CH3:34], predict the reaction product. The product is: [CH3:29][Si:28]([CH3:31])([CH3:30])[C:25]1[CH:26]=[CH:27][C:22]([C:37]#[C:36][Si:33]([CH3:35])([CH3:34])[CH3:32])=[CH:23][CH:24]=1. (2) Given the reactants C([Li])CCC.C(=O)=O.CC(C)=O.Br[C:14]1[N:18]([CH3:19])[C:17]([CH3:20])=[N:16][CH:15]=1.[Cl:21][C:22]1[C:31]2[C:26](=[CH:27][CH:28]=[C:29]([C:32]([C:34]3[N:38]([CH3:39])[N:37]=[N:36][CH:35]=3)=[O:33])[CH:30]=2)[N:25]=[C:24]([O:40][CH3:41])[C:23]=1[CH2:42][N:43]1[CH2:48][CH2:47][N:46]([CH2:49][C:50]([F:53])([F:52])[F:51])[CH2:45][CH2:44]1, predict the reaction product. The product is: [Cl:21][C:22]1[C:31]2[C:26](=[CH:27][CH:28]=[C:29]([C:32]([C:14]3[N:18]([CH3:19])[C:17]([CH3:20])=[N:16][CH:15]=3)([C:34]3[N:38]([CH3:39])[N:37]=[N:36][CH:35]=3)[OH:33])[CH:30]=2)[N:25]=[C:24]([O:40][CH3:41])[C:23]=1[CH2:42][N:43]1[CH2:44][CH2:45][N:46]([CH2:49][C:50]([F:53])([F:51])[F:52])[CH2:47][CH2:48]1. (3) Given the reactants [CH2:1]1[C:13]2[NH:12][C:11]3[C:6](=[CH:7][C:8]([NH2:14])=[CH:9][CH:10]=3)[C:5]=2[CH2:4][CH2:3][CH2:2]1.[O:15]1[C:19]2[CH:20]=[CH:21][C:22]([C:24]3([C:27](O)=[O:28])[CH2:26][CH2:25]3)=[CH:23][C:18]=2[O:17][CH2:16]1.C(N(C(C)C)CC)(C)C.F[P-](F)(F)(F)(F)F.N1(OC(N(C)C)=[N+](C)C)C2N=CC=CC=2N=N1, predict the reaction product. The product is: [O:15]1[C:19]2[CH:20]=[CH:21][C:22]([C:24]3([C:27]([NH:14][C:8]4[CH:7]=[C:6]5[C:11](=[CH:10][CH:9]=4)[NH:12][C:13]4[CH2:1][CH2:2][CH2:3][CH2:4][C:5]5=4)=[O:28])[CH2:25][CH2:26]3)=[CH:23][C:18]=2[O:17][CH2:16]1. (4) Given the reactants Br[CH2:2][C:3]1[C:4]([C:25]2[CH:30]=[CH:29][CH:28]=[CH:27][CH:26]=2)=[N:5][C:6]2[C:11]([C:12]=1[C:13]([NH2:15])=[O:14])=[C:10]([C@H](C1C=CC=CC=1)CC)[CH:9]=[CH:8][CH:7]=2.[CH3:31][S-:32].[Na+], predict the reaction product. The product is: [CH3:31][S:32][CH2:2][C:3]1[C:4]([C:25]2[CH:30]=[CH:29][CH:28]=[CH:27][CH:26]=2)=[N:5][C:6]2[C:11]([C:12]=1[C:13]([NH:15][C@H:12]([C:11]1[CH:6]=[CH:7][CH:8]=[CH:9][CH:10]=1)[CH2:3][CH3:2])=[O:14])=[CH:10][CH:9]=[CH:8][CH:7]=2. (5) Given the reactants [Cl:1][C:2]1[CH:3]=[C:4]([C:10]2[C:11]([CH3:27])=[N:12][N:13]([CH2:16][C:17]3[CH:22]=[CH:21][C:20]([S:23](Cl)(=[O:25])=[O:24])=[CH:19][CH:18]=3)[C:14]=2[CH3:15])[CH:5]=[CH:6][C:7]=1[C:8]#[N:9].C(N(CC)CC)C.[C:35]([NH2:39])([CH3:38])([CH3:37])[CH3:36].Cl, predict the reaction product. The product is: [C:35]([NH:39][S:23]([C:20]1[CH:21]=[CH:22][C:17]([CH2:16][N:13]2[C:14]([CH3:15])=[C:10]([C:4]3[CH:5]=[CH:6][C:7]([C:8]#[N:9])=[C:2]([Cl:1])[CH:3]=3)[C:11]([CH3:27])=[N:12]2)=[CH:18][CH:19]=1)(=[O:25])=[O:24])([CH3:38])([CH3:37])[CH3:36].